This data is from Forward reaction prediction with 1.9M reactions from USPTO patents (1976-2016). The task is: Predict the product of the given reaction. (1) Given the reactants Cl[C:2]1[NH:6][C:5]2[CH:7]=[CH:8][C:9]([Cl:11])=[CH:10][C:4]=2[N:3]=1.Cl.[Cl:13][C:14]1[C:15]([N:20]2[CH2:25][CH2:24][NH:23][CH2:22][CH2:21]2)=[N:16][CH:17]=[CH:18][CH:19]=1.C(N(CC)C(C)C)(C)C, predict the reaction product. The product is: [Cl:11][C:9]1[CH:8]=[CH:7][C:5]2[N:6]=[C:2]([N:23]3[CH2:24][CH2:25][N:20]([C:15]4[C:14]([Cl:13])=[CH:19][CH:18]=[CH:17][N:16]=4)[CH2:21][CH2:22]3)[NH:3][C:4]=2[CH:10]=1. (2) Given the reactants [F:1][C:2]1[CH:7]=[CH:6][CH:5]=[CH:4][C:3]=1[C:8]1[CH:13]=[CH:12][C:11]([NH:14][C:15]([C:17]2[CH2:21][C:20]3([CH2:26][CH2:25][O:24][CH2:23][CH2:22]3)[O:19][N:18]=2)=O)=[C:10]([N+:27]([O-])=O)[CH:9]=1.[OH-].[Na+], predict the reaction product. The product is: [F:1][C:2]1[CH:7]=[CH:6][CH:5]=[CH:4][C:3]=1[C:8]1[CH:13]=[CH:12][C:11]2[NH:14][C:15]([C:17]3[CH2:21][C:20]4([CH2:26][CH2:25][O:24][CH2:23][CH2:22]4)[O:19][N:18]=3)=[N:27][C:10]=2[CH:9]=1. (3) Given the reactants [Br:1][C:2]1[CH:7]=[C:6]([C:8]([F:11])([F:10])[F:9])[CH:5]=[C:4]([CH2:12]Br)[CH:3]=1.[F:14][C:15]1[CH:20]=[CH:19][C:18]([C:21]2([CH2:34][OH:35])[CH2:26][CH2:25][N:24]([C:27]([O:29][C:30]([CH3:33])([CH3:32])[CH3:31])=[O:28])[CH2:23][CH2:22]2)=[CH:17][CH:16]=1.[H-].[Na+], predict the reaction product. The product is: [Br:1][C:2]1[CH:3]=[C:4]([CH:5]=[C:6]([C:8]([F:11])([F:10])[F:9])[CH:7]=1)[CH2:12][O:35][CH2:34][C:21]1([C:18]2[CH:17]=[CH:16][C:15]([F:14])=[CH:20][CH:19]=2)[CH2:22][CH2:23][N:24]([C:27]([O:29][C:30]([CH3:33])([CH3:32])[CH3:31])=[O:28])[CH2:25][CH2:26]1. (4) Given the reactants C([O:3][C:4](=[O:33])[C:5]([CH3:32])([CH3:31])[CH2:6][N:7]1[C:15]2[CH:14]=[C:13]([NH:16][C:17]3[CH:22]=[CH:21][N:20]=[C:19]([N:23]4[CH2:28][CH2:27][CH:26]([O:29][CH3:30])[CH2:25][CH2:24]4)[N:18]=3)[N:12]=[CH:11][C:10]=2[CH:9]=[CH:8]1)C.[Li+].[OH-], predict the reaction product. The product is: [CH3:30][O:29][CH:26]1[CH2:25][CH2:24][N:23]([C:19]2[N:18]=[C:17]([NH:16][C:13]3[N:12]=[CH:11][C:10]4[CH:9]=[CH:8][N:7]([CH2:6][C:5]([CH3:32])([CH3:31])[C:4]([OH:33])=[O:3])[C:15]=4[CH:14]=3)[CH:22]=[CH:21][N:20]=2)[CH2:28][CH2:27]1. (5) Given the reactants [F:1][C:2]1[CH:3]=[C:4]([C:26]2[N:27]=[C:28]([NH:35][C:36]3[CH:41]=[CH:40][C:39]([N:42]4[CH2:47][CH2:46][N:45]([CH:48]5[CH2:51][O:50][CH2:49]5)[CH2:44][CH2:43]4)=[CH:38][N:37]=3)[C:29]3[N:30]([CH:32]=[CH:33][N:34]=3)[CH:31]=2)[C:5]([CH2:22]C(=O)C)=[C:6]([N:8]2[CH2:20][CH2:19][N:11]3[C:12]4[CH2:13][CH2:14][CH2:15][CH2:16][C:17]=4[CH:18]=[C:10]3[C:9]2=[O:21])[CH:7]=1.[OH2:52].[Li+].[OH-], predict the reaction product. The product is: [F:1][C:2]1[CH:3]=[C:4]([C:26]2[N:27]=[C:28]([NH:35][C:36]3[CH:41]=[CH:40][C:39]([N:42]4[CH2:47][CH2:46][N:45]([CH:48]5[CH2:49][O:50][CH2:51]5)[CH2:44][CH2:43]4)=[CH:38][N:37]=3)[C:29]3[N:30]([CH:32]=[CH:33][N:34]=3)[CH:31]=2)[C:5]([CH2:22][OH:52])=[C:6]([N:8]2[CH2:20][CH2:19][N:11]3[C:12]4[CH2:13][CH2:14][CH2:15][CH2:16][C:17]=4[CH:18]=[C:10]3[C:9]2=[O:21])[CH:7]=1. (6) Given the reactants [C:1]([C:4]1[C:5]([NH:13][C:14]2[C:19]([F:20])=[CH:18][C:17]([N:21]3[CH2:26][CH2:25][N:24]([C:27]([O:29][C:30]([CH3:33])([CH3:32])[CH3:31])=[O:28])[CH2:23][CH2:22]3)=[C:16]([F:34])[CH:15]=2)=[N:6][C:7]([S:11][CH3:12])=[N:8][C:9]=1Cl)(=[O:3])[NH2:2].O.[NH2:36][NH2:37], predict the reaction product. The product is: [C:1]([C:4]1[C:5]([NH:13][C:14]2[C:19]([F:20])=[CH:18][C:17]([N:21]3[CH2:26][CH2:25][N:24]([C:27]([O:29][C:30]([CH3:33])([CH3:32])[CH3:31])=[O:28])[CH2:23][CH2:22]3)=[C:16]([F:34])[CH:15]=2)=[N:6][C:7]([S:11][CH3:12])=[N:8][C:9]=1[NH:36][NH2:37])(=[O:3])[NH2:2]. (7) The product is: [CH2:13]([O:12][C:6]1[CH:5]=[C:4]([C:2]([CH:20]([OH:21])[CH:22]=[CH2:23])=[CH2:3])[CH:9]=[CH:8][C:7]=1[O:10][CH3:11])[CH3:14]. Given the reactants Br[C:2]([C:4]1[CH:9]=[CH:8][C:7]([O:10][CH3:11])=[C:6]([O:12][CH2:13][CH3:14])[CH:5]=1)=[CH2:3].[Li]C(C)(C)C.[CH:20]([CH:22]=[CH2:23])=[O:21], predict the reaction product. (8) Given the reactants [S:1]1[CH2:6][CH2:5][N:4](N)[C:3]2[CH:8]=[CH:9][CH:10]=[CH:11][C:2]1=2.O=[C:13]([CH2:17][CH2:18][C:19]([OH:21])=[O:20])[C:14]([OH:16])=[O:15].OS(O)(=O)=O.[CH3:27][CH2:28]O, predict the reaction product. The product is: [CH2:27]([O:16][C:14](=[O:15])[CH2:13][C:17]1[C:8]2[C:3]3=[C:2]([S:1][CH2:6][CH2:5][N:4]3[C:18]=1[C:19]([OH:21])=[O:20])[CH:11]=[CH:10][CH:9]=2)[CH3:28]. (9) Given the reactants [CH2:1]([O:3][C:4](=[O:32])[CH2:5][NH:6][CH2:7][C:8]1[CH:13]=[CH:12][CH:11]=[C:10]([O:14][CH2:15][C:16]2[N:17]=[C:18]([C:22]3[CH:27]=[CH:26][C:25]([C:28]([F:31])([F:30])[F:29])=[CH:24][CH:23]=3)[O:19][C:20]=2[CH3:21])[CH:9]=1)[CH3:2].[CH2:33]([N:35]([S:43](Cl)(=[O:45])=[O:44])[C:36]1[CH:37]=[C:38]([CH3:42])[CH:39]=[CH:40][CH:41]=1)[CH3:34].C(N(CC)CC)C, predict the reaction product. The product is: [CH2:1]([O:3][C:4](=[O:32])[CH2:5][N:6]([S:43]([N:35]([CH2:33][CH3:34])[C:36]1[CH:37]=[C:38]([CH3:42])[CH:39]=[CH:40][CH:41]=1)(=[O:44])=[O:45])[CH2:7][C:8]1[CH:13]=[CH:12][CH:11]=[C:10]([O:14][CH2:15][C:16]2[N:17]=[C:18]([C:22]3[CH:23]=[CH:24][C:25]([C:28]([F:31])([F:30])[F:29])=[CH:26][CH:27]=3)[O:19][C:20]=2[CH3:21])[CH:9]=1)[CH3:2]. (10) Given the reactants [CH3:1][N:2]1[C:10]2[CH:9]=[CH:8][CH:7]=[CH:6][C:5]=2[C:4]2[CH2:11][CH2:12][C:13]3([CH2:18][CH2:17][NH:16][CH2:15][CH2:14]3)[C:3]1=2.Cl[CH2:20][C:21]1[CH:22]=[C:23]([O:27][CH3:28])[CH:24]=[CH:25][CH:26]=1.[Cl-].[Na+], predict the reaction product. The product is: [CH3:28][O:27][C:23]1[CH:22]=[C:21]([CH2:20][N:16]2[CH2:17][CH2:18][C:13]3([C:3]4[N:2]([CH3:1])[C:10]5[CH:9]=[CH:8][CH:7]=[CH:6][C:5]=5[C:4]=4[CH2:11][CH2:12]3)[CH2:14][CH2:15]2)[CH:26]=[CH:25][CH:24]=1.